This data is from Peptide-MHC class II binding affinity with 134,281 pairs from IEDB. The task is: Regression. Given a peptide amino acid sequence and an MHC pseudo amino acid sequence, predict their binding affinity value. This is MHC class II binding data. The peptide sequence is SSPDNVKPLYIITPT. The MHC is HLA-DPA10201-DPB10501 with pseudo-sequence HLA-DPA10201-DPB10501. The binding affinity (normalized) is 0.0737.